From a dataset of Forward reaction prediction with 1.9M reactions from USPTO patents (1976-2016). Predict the product of the given reaction. (1) Given the reactants [N:1]([O-])=O.[Na+].[F:5][C:6]1([F:16])[O:10][C:9]2[CH:11]=[CH:12][CH:13]=[C:14]([NH2:15])[C:8]=2[O:7]1.Cl.[CH3:18][C:19](=[O:24])[CH2:20][C:21](=[O:23])[CH3:22].C([O-])(=O)C.[Na+], predict the reaction product. The product is: [F:16][C:6]1([F:5])[O:10][C:9]2[CH:11]=[CH:12][CH:13]=[C:14]([NH:15][N:1]=[C:20]([C:19](=[O:24])[CH3:18])[C:21](=[O:23])[CH3:22])[C:8]=2[O:7]1. (2) Given the reactants Cl[C:2]1[N:7]=[CH:6][N:5]=[C:4]([N:8]2[CH2:13][CH2:12][N:11]([C:14]([O:16][C:17]([CH3:20])([CH3:19])[CH3:18])=[O:15])[CH2:10][CH2:9]2)[CH:3]=1.[F:21][C:22]1[CH:27]=[CH:26][CH:25]=[CH:24][C:23]=1B(O)O.C(=O)([O-])[O-].[Na+].[Na+].C1(C)C=CC=CC=1, predict the reaction product. The product is: [F:21][C:22]1[CH:27]=[CH:26][CH:25]=[CH:24][C:23]=1[C:2]1[N:7]=[CH:6][N:5]=[C:4]([N:8]2[CH2:13][CH2:12][N:11]([C:14]([O:16][C:17]([CH3:20])([CH3:19])[CH3:18])=[O:15])[CH2:10][CH2:9]2)[CH:3]=1. (3) Given the reactants CN([CH:4]=[O:5])C.[C:6](=[O:9])([O-])[O-].[K+].[K+].[CH3:12][O:13][C:14]1[CH:21]=[CH:20][C:17]([CH2:18]Cl)=[CH:16][CH:15]=1.[I-].[Na+], predict the reaction product. The product is: [CH3:12][O:13][C:14]1[CH:21]=[CH:20][C:17]([CH2:18][O:9][CH2:6][C:14]2[CH:21]=[CH:20][C:17]([O:5][CH3:4])=[CH:16][CH:15]=2)=[CH:16][CH:15]=1. (4) Given the reactants [C:1]([C:5]1[CH:10]=[C:9]([CH:11]([OH:20])[CH2:12][CH2:13][C:14]2[CH:19]=[CH:18][CH:17]=[CH:16][CH:15]=2)[CH:8]=[C:7]([C:21]([CH3:24])([CH3:23])[CH3:22])[C:6]=1[OH:25])([CH3:4])([CH3:3])[CH3:2].[CH3:26][Si:27]([CH3:30])([CH3:29])Cl.Cl[SiH3], predict the reaction product. The product is: [C:21]([C:7]1[CH:8]=[C:9]([CH:11]([O:20][Si:27]([CH3:30])([CH3:29])[CH3:26])[CH2:12][CH2:13][C:14]2[CH:19]=[CH:18][CH:17]=[CH:16][CH:15]=2)[CH:10]=[C:5]([C:1]([CH3:4])([CH3:3])[CH3:2])[C:6]=1[OH:25])([CH3:24])([CH3:23])[CH3:22].